From a dataset of Cav3 T-type calcium channel HTS with 100,875 compounds. Binary Classification. Given a drug SMILES string, predict its activity (active/inactive) in a high-throughput screening assay against a specified biological target. (1) The molecule is O=C1CC(Cc2nc(ncc12)NC(=O)C)c1cc(OC)c(OC)c(OC)c1. The result is 0 (inactive). (2) The molecule is S(=O)(=O)(N1CCC(CC1)C(=O)NC(c1ccccc1)C)c1c(n(nc1C)C)C. The result is 0 (inactive). (3) The drug is ClC(Cl)(Cl)COC(=O)N1C2C3C(CC(OC3)C3Nc4c(C3C2)ccc(OC)c4)C(C1)C=C. The result is 0 (inactive). (4) The molecule is O(c1cc(ccc1)C)C(=O)c1c(Oc2nc(OC)cc(OC)n2)cccc1. The result is 0 (inactive). (5) The drug is s1c2n(nc1c1ccncc1)c(nn2)Cc1ccccc1. The result is 0 (inactive). (6) The compound is o1c(N2CCN(CC2)Cc2ccccc2)c(nc1c1c(OC)cccc1)C#N. The result is 0 (inactive).